This data is from Full USPTO retrosynthesis dataset with 1.9M reactions from patents (1976-2016). The task is: Predict the reactants needed to synthesize the given product. (1) Given the product [CH2:1]([C:5]1([O:21][CH3:22])[CH2:10][CH2:9][N:8]([C:11]2[CH:12]=[CH:13][C:14]([C:15]([NH:17][NH:18][C:24]([C:26]3[CH:35]=[CH:34][C:29]([C:30]([O:32][CH3:33])=[O:31])=[CH:28][CH:27]=3)=[O:25])=[O:16])=[CH:19][CH:20]=2)[CH2:7][CH2:6]1)[CH2:2][CH2:3][CH3:4], predict the reactants needed to synthesize it. The reactants are: [CH2:1]([C:5]1([O:21][CH3:22])[CH2:10][CH2:9][N:8]([C:11]2[CH:20]=[CH:19][C:14]([C:15]([NH:17][NH2:18])=[O:16])=[CH:13][CH:12]=2)[CH2:7][CH2:6]1)[CH2:2][CH2:3][CH3:4].Cl[C:24]([C:26]1[CH:35]=[CH:34][C:29]([C:30]([O:32][CH3:33])=[O:31])=[CH:28][CH:27]=1)=[O:25].O.[OH-].[Na+]. (2) Given the product [C:20]([O:24][C:25](=[O:32])[NH:26][C@H:27]1[CH2:31][CH2:30][N:29]([C:6]2[C:5]3[CH2:4][CH2:3][CH:2]([CH3:19])[N:13]4[C:14]=3[C:9]([C:10](=[O:16])[N:11]([NH2:35])[C:12]4=[O:15])=[CH:8][C:7]=2[F:17])[CH2:28]1)([CH3:23])([CH3:21])[CH3:22], predict the reactants needed to synthesize it. The reactants are: N[C:2]1([CH3:19])[N:13]2[C:14]3[C:9]([C:10](=[O:16])[NH:11][C:12]2=[O:15])=[CH:8][C:7]([F:17])=[C:6](F)[C:5]=3[CH2:4][CH2:3]1.[C:20]([O:24][C:25](=[O:32])[NH:26][C@H:27]1[CH2:31][CH2:30][NH:29][CH2:28]1)([CH3:23])([CH3:22])[CH3:21].C([N:35](CC)CC)C.CS(C)=O. (3) Given the product [CH3:31][C:32]([CH3:36])([CH2:35][N:20]1[C:21]2[C:17](=[CH:16][C:15]([S:12]([N:7]3[CH2:11][CH2:10][CH2:9][CH2:8]3)(=[O:13])=[O:14])=[CH:23][CH:22]=2)[C:18]2([O:29][CH2:28][CH2:27][CH2:26][O:25]2)[C:19]1=[O:24])[C:33]#[N:34], predict the reactants needed to synthesize it. The reactants are: CC(C)([O-])C.[K+].[N:7]1([S:12]([C:15]2[CH:16]=[C:17]3[C:21](=[CH:22][CH:23]=2)[NH:20][C:19](=[O:24])[C:18]23[O:29][CH2:28][CH2:27][CH2:26][O:25]2)(=[O:14])=[O:13])[CH2:11][CH2:10][CH2:9][CH2:8]1.Cl[CH2:31][C:32]([CH3:36])([CH3:35])[C:33]#[N:34].O. (4) The reactants are: [Cl:1][C:2]1[CH:29]=[CH:28][C:5]2[N:6]([C:25](=[O:27])[CH3:26])[CH2:7][C:8]3[CH:15]=[C:14](B4OC(C)(C)C(C)(C)O4)[CH:13]=[CH:12][C:9]=3[CH:10]=[CH:11][C:4]=2[CH:3]=1.[CH3:30][O:31][C:32](=[O:49])[C:33]1[CH:38]=[C:37]([CH:39]=[O:40])[CH:36]=[CH:35][C:34]=1OS(C(F)(F)F)(=O)=O.C1(C)C=CC=CC=1.C([O-])([O-])=O.[Na+].[Na+]. Given the product [CH3:30][O:31][C:32](=[O:49])[C:33]1[CH:38]=[C:37]([CH:39]=[O:40])[CH:36]=[CH:35][C:34]=1[C:14]1[CH:13]=[CH:12][C:9]2[CH:10]=[CH:11][C:4]3[CH:3]=[C:2]([Cl:1])[CH:29]=[CH:28][C:5]=3[N:6]([C:25](=[O:27])[CH3:26])[CH2:7][C:8]=2[CH:15]=1, predict the reactants needed to synthesize it. (5) Given the product [CH3:29][O:28][C:24]1[CH:25]=[CH:26][CH:27]=[C:19]([O:18][CH3:17])[C:20]=1[C:21]([N:13]1[CH2:14][CH:15]2[CH:11]([CH2:10][N:9]([C:4]3[N:5]=[C:6]([CH3:8])[CH:7]=[C:2]([CH3:1])[N:3]=3)[CH2:16]2)[CH2:12]1)=[O:22], predict the reactants needed to synthesize it. The reactants are: [CH3:1][C:2]1[CH:7]=[C:6]([CH3:8])[N:5]=[C:4]([N:9]2[CH2:16][CH:15]3[CH:11]([CH2:12][NH:13][CH2:14]3)[CH2:10]2)[N:3]=1.[CH3:17][O:18][C:19]1[CH:27]=[CH:26][CH:25]=[C:24]([O:28][CH3:29])[C:20]=1[C:21](O)=[O:22]. (6) Given the product [CH3:1][C:2]1[CH:3]=[CH:4][CH:5]=[C:6]2[C:10]=1[N:9]([CH2:14][CH2:15][OH:16])[CH:8]=[CH:7]2, predict the reactants needed to synthesize it. The reactants are: [CH3:1][C:2]1[CH:3]=[CH:4][CH:5]=[C:6]2[C:10]=1[NH:9][CH:8]=[CH:7]2.[OH-].[K+].Br[CH2:14][CH2:15][O:16][Si](C(C)(C)C)(C)C. (7) Given the product [Cl:1][C:2]1[CH:3]=[CH:4][C:5]([O:19][C:16]2[CH:17]=[CH:18][C:13]([C:11]#[N:12])=[CH:14][CH:15]=2)=[C:6]([CH:7]=[O:8])[CH:9]=1, predict the reactants needed to synthesize it. The reactants are: [Cl:1][C:2]1[CH:3]=[CH:4][C:5](F)=[C:6]([CH:9]=1)[CH:7]=[O:8].[C:11]([C:13]1[CH:18]=[CH:17][C:16]([OH:19])=[CH:15][CH:14]=1)#[N:12].C([O-])([O-])=O.[K+].[K+].